This data is from CYP3A4 inhibition data for predicting drug metabolism from PubChem BioAssay. The task is: Regression/Classification. Given a drug SMILES string, predict its absorption, distribution, metabolism, or excretion properties. Task type varies by dataset: regression for continuous measurements (e.g., permeability, clearance, half-life) or binary classification for categorical outcomes (e.g., BBB penetration, CYP inhibition). Dataset: cyp3a4_veith. (1) The compound is Cc1cc(C)nc(NC(=O)/C=C/c2ccc(Cl)cc2Cl)c1. The result is 0 (non-inhibitor). (2) The molecule is O=C(CCN1C(=O)C2C3C=CC(C3)C2C1=O)Nc1c(F)cccc1F. The result is 1 (inhibitor).